Dataset: Peptide-MHC class I binding affinity with 185,985 pairs from IEDB/IMGT. Task: Regression. Given a peptide amino acid sequence and an MHC pseudo amino acid sequence, predict their binding affinity value. This is MHC class I binding data. (1) The peptide sequence is TPKGPKVKY. The MHC is HLA-A26:01 with pseudo-sequence HLA-A26:01. The binding affinity (normalized) is 0.0847. (2) The peptide sequence is IPQSLDSYWTSL. The MHC is HLA-B15:01 with pseudo-sequence HLA-B15:01. The binding affinity (normalized) is 0.0929. (3) The peptide sequence is FYALISERF. The MHC is HLA-A24:02 with pseudo-sequence HLA-A24:02. The binding affinity (normalized) is 0.833.